This data is from CYP2C9 inhibition data for predicting drug metabolism from PubChem BioAssay. The task is: Regression/Classification. Given a drug SMILES string, predict its absorption, distribution, metabolism, or excretion properties. Task type varies by dataset: regression for continuous measurements (e.g., permeability, clearance, half-life) or binary classification for categorical outcomes (e.g., BBB penetration, CYP inhibition). Dataset: cyp2c9_veith. (1) The compound is CCN(CC)C[C@@H](O)c1ccc2ccc3ccccc3c2c1. The result is 0 (non-inhibitor). (2) The molecule is COc1cccc(Nc2ncc3nc(-c4cc(F)cc(F)c4)c(=O)n(CCC#N)c3n2)c1. The result is 0 (non-inhibitor). (3) The molecule is Cc1ccccc1C(=O)Nc1ccccc1-c1nnn(CC(=O)Nc2ccc3c(c2)OCCO3)n1. The result is 1 (inhibitor).